Dataset: Retrosynthesis with 50K atom-mapped reactions and 10 reaction types from USPTO. Task: Predict the reactants needed to synthesize the given product. (1) Given the product COc1cc(-c2csc3c(CCCO)cnc(N)c23)ccc1NC(=O)c1cc2ccccc2n1C, predict the reactants needed to synthesize it. The reactants are: COc1cc(-c2csc3c(/C=C/CO)cnc(N)c23)ccc1NC(=O)c1cc2ccccc2n1C. (2) Given the product COc1ccnc(-c2cc(N)ccc2C)c1, predict the reactants needed to synthesize it. The reactants are: COc1ccnc(-c2cc([N+](=O)[O-])ccc2C)c1. (3) Given the product CC1(C)C(=O)CCCC1O, predict the reactants needed to synthesize it. The reactants are: CC1(C)C(=O)CCCC1=O. (4) Given the product Cc1onc(-c2ccccc2)c1COc1cnc(C(=O)NC2CCC(F)(F)CC2)cn1, predict the reactants needed to synthesize it. The reactants are: Cc1onc(-c2ccccc2)c1COc1cnc(C(=O)O)cn1.NC1CCC(F)(F)CC1. (5) Given the product CCc1ccc(-c2c(-c3ccccc3)oc3ncnc(OC(C)CCCCC(=O)OC)c23)cc1, predict the reactants needed to synthesize it. The reactants are: CCc1ccc(-c2c(-c3ccccc3)oc3ncnc(Cl)c23)cc1.COC(=O)CCCCC(C)O.